From a dataset of Full USPTO retrosynthesis dataset with 1.9M reactions from patents (1976-2016). Predict the reactants needed to synthesize the given product. (1) The reactants are: [NH:1]1[CH2:6][CH2:5][C:4](=[O:7])[CH2:3][CH2:2]1.[C:8]([O:11][CH:12](Br)[C:13]1[CH:18]=[CH:17][CH:16]=[CH:15][CH:14]=1)(=[O:10])[CH3:9].C([O-])([O-])=O.[K+].[K+].CCN(CC)CC. Given the product [O:7]=[C:4]1[CH2:5][CH2:6][N:1]([CH2:9][C:8]([O:11][CH2:12][C:13]2[CH:18]=[CH:17][CH:16]=[CH:15][CH:14]=2)=[O:10])[CH2:2][CH2:3]1, predict the reactants needed to synthesize it. (2) The reactants are: [C:1]([C:4]1[S:5][CH:6]=[CH:7][C:8]=1[NH:9][CH:10]([C:14]1[CH:19]=[CH:18][CH:17]=[CH:16][CH:15]=1)[C:11]([OH:13])=[O:12])(=[O:3])[CH3:2].[N:20]12[CH2:27][CH2:26][CH:23]([CH2:24][CH2:25]1)[C@@H:22](O)[CH2:21]2.C1C=CC2N(O)N=NC=2C=1.C1CCC(N=C=NC2CCCCC2)CC1. Given the product [N:20]12[CH2:27][CH2:26][CH:23]([CH2:24][CH2:25]1)[C@@H:22]([O:12][C:11](=[O:13])[CH:10]([NH:9][C:8]1[CH:7]=[CH:6][S:5][C:4]=1[C:1](=[O:3])[CH3:2])[C:14]1[CH:19]=[CH:18][CH:17]=[CH:16][CH:15]=1)[CH2:21]2, predict the reactants needed to synthesize it. (3) Given the product [F:2][C:3]1([F:9])[CH2:8][CH2:7][N:6]([CH2:19][CH2:20][CH2:21][N:22]2[CH2:28][CH2:27][CH2:26][C:25](=[O:29])[C:24]3=[CH:30][N:31]([CH2:33][C:34]4[CH:35]=[CH:36][C:37]([O:40][CH3:41])=[CH:38][CH:39]=4)[N:32]=[C:23]23)[CH2:5][CH2:4]1, predict the reactants needed to synthesize it. The reactants are: Cl.[F:2][C:3]1([F:9])[CH2:8][CH2:7][NH:6][CH2:5][CH2:4]1.N(C(C)C)(CC)CC.Br[CH2:19][CH2:20][CH2:21][N:22]1[CH2:28][CH2:27][CH2:26][C:25](=[O:29])[C:24]2=[CH:30][N:31]([CH2:33][C:34]3[CH:39]=[CH:38][C:37]([O:40][CH3:41])=[CH:36][CH:35]=3)[N:32]=[C:23]12. (4) The reactants are: C[O:2][C:3]([C:5]1[C:9]([NH2:10])=[CH:8][NH:7][N:6]=1)=[O:4].[OH-].[Na+].[O:13](C(OC(C)(C)C)=O)[C:14]([O:16][C:17]([CH3:20])([CH3:19])[CH3:18])=O. Given the product [C:17]([O:16][C:14]([NH:10][C:9]1[C:5]([C:3]([OH:2])=[O:4])=[N:6][NH:7][CH:8]=1)=[O:13])([CH3:20])([CH3:19])[CH3:18], predict the reactants needed to synthesize it. (5) Given the product [C:8]1([CH:20]2[CH2:21][CH2:22][C:23]3([CH:26]([C:27]#[N:28])[CH2:2]3)[CH2:24][CH2:25]2)[N:9]=[N:10][N:11]2[C:16]=1[C:15]1[CH:17]=[CH:18][NH:19][C:14]=1[N:13]=[CH:12]2, predict the reactants needed to synthesize it. The reactants are: [I-].[CH3:2][S+](C)C.[H-].[Na+].[C:8]1([CH:20]2[CH2:25][CH2:24][C:23](=[CH:26][C:27]#[N:28])[CH2:22][CH2:21]2)[N:9]=[N:10][N:11]2[C:16]=1[C:15]1[CH:17]=[CH:18][NH:19][C:14]=1[N:13]=[CH:12]2.O. (6) Given the product [CH2:22]([NH:29][C:4]1[S:5][C:6]2[C:14]([N+:15]([O-:17])=[O:16])=[CH:13][C:12]([C:18]([F:19])([F:20])[F:21])=[CH:11][C:7]=2[C:8](=[O:10])[N:9]=1)[C:23]1[CH:28]=[CH:27][CH:26]=[CH:25][CH:24]=1, predict the reactants needed to synthesize it. The reactants are: C(O[C:4]1[S:5][C:6]2[C:14]([N+:15]([O-:17])=[O:16])=[CH:13][C:12]([C:18]([F:21])([F:20])[F:19])=[CH:11][C:7]=2[C:8](=[O:10])[N:9]=1)C.[CH2:22]([NH2:29])[C:23]1[CH:28]=[CH:27][CH:26]=[CH:25][CH:24]=1. (7) The reactants are: Br[C:2]1[N:7]=[C:6]([CH2:8][O:9][N:10]=[C:11]([C:18]2[N:22]([CH3:23])[N:21]=[N:20][N:19]=2)[C:12]2[CH:17]=[CH:16][CH:15]=[CH:14][CH:13]=2)[CH:5]=[CH:4][C:3]=1[O:24][CH3:25].N#N.[CH:28]1([C:31]#[CH:32])[CH2:30][CH2:29]1.C(N(C(C)C)C(C)C)C. Given the product [CH:28]1([C:31]#[C:32][C:2]2[N:7]=[C:6]([CH2:8][O:9][N:10]=[C:11]([C:18]3[N:22]([CH3:23])[N:21]=[N:20][N:19]=3)[C:12]3[CH:17]=[CH:16][CH:15]=[CH:14][CH:13]=3)[CH:5]=[CH:4][C:3]=2[O:24][CH3:25])[CH2:30][CH2:29]1, predict the reactants needed to synthesize it. (8) Given the product [C:1]([C:5]1[CH:20]=[CH:19][C:8]([CH2:9][NH:10][NH:11][C:12]([O:14][C:15]([CH3:18])([CH3:17])[CH3:16])=[O:13])=[CH:7][CH:6]=1)([CH3:4])([CH3:2])[CH3:3], predict the reactants needed to synthesize it. The reactants are: [C:1]([C:5]1[CH:20]=[CH:19][C:8](/[CH:9]=[N:10]/[NH:11][C:12]([O:14][C:15]([CH3:18])([CH3:17])[CH3:16])=[O:13])=[CH:7][CH:6]=1)([CH3:4])([CH3:3])[CH3:2]. (9) Given the product [Br:1][C:2]1[CH:7]=[C:6]2[C:5](=[CH:4][CH:3]=1)[O:11][C:15]1([CH2:16][CH2:17][CH2:18][CH:13]([CH3:12])[CH2:14]1)[CH2:9][C:8]2=[O:10], predict the reactants needed to synthesize it. The reactants are: [Br:1][C:2]1[CH:3]=[CH:4][C:5]([OH:11])=[C:6]([C:8](=[O:10])[CH3:9])[CH:7]=1.[CH3:12][CH:13]1[CH2:18][CH2:17][CH2:16][C:15](=O)[CH2:14]1.N1CCCC1.